This data is from Full USPTO retrosynthesis dataset with 1.9M reactions from patents (1976-2016). The task is: Predict the reactants needed to synthesize the given product. (1) Given the product [CH:1]1([N:5]2[CH2:11][CH2:10][C:9]3[CH:12]=[CH:13][C:14]([O:16][C:17]4[N:18]=[CH:19][C:20]([NH2:23])=[CH:21][CH:22]=4)=[CH:15][C:8]=3[CH2:7][CH2:6]2)[CH2:2][CH2:3][CH2:4]1, predict the reactants needed to synthesize it. The reactants are: [CH:1]1([N:5]2[CH2:11][CH2:10][C:9]3[CH:12]=[CH:13][C:14]([O:16][C:17]4[CH:22]=[CH:21][C:20]([N+:23]([O-])=O)=[CH:19][N:18]=4)=[CH:15][C:8]=3[CH2:7][CH2:6]2)[CH2:4][CH2:3][CH2:2]1. (2) Given the product [OH:58][C@H:36]([CH2:37][O:38][C:39]1[CH:44]=[CH:43][C:42]([OH:45])=[C:41]([NH:53][S:54]([CH3:57])(=[O:55])=[O:56])[CH:40]=1)[CH2:35][NH:8][C@H:9]1[CH2:14][CH2:13][C@H:12]([C:15]2[CH:34]=[CH:33][C:18]([C:19]([NH:21][CH2:22][CH2:23][C:24]3[C:32]4[C:27](=[CH:28][CH:29]=[CH:30][CH:31]=4)[NH:26][CH:25]=3)=[O:20])=[CH:17][CH:16]=2)[CH2:11][CH2:10]1, predict the reactants needed to synthesize it. The reactants are: C([N:8]([CH2:35][C@H:36]([OH:58])[CH2:37][O:38][C:39]1[CH:44]=[CH:43][C:42]([O:45]CC2C=CC=CC=2)=[C:41]([NH:53][S:54]([CH3:57])(=[O:56])=[O:55])[CH:40]=1)[C@H:9]1[CH2:14][CH2:13][C@H:12]([C:15]2[CH:34]=[CH:33][C:18]([C:19]([NH:21][CH2:22][CH2:23][C:24]3[C:32]4[C:27](=[CH:28][CH:29]=[CH:30][CH:31]=4)[NH:26][CH:25]=3)=[O:20])=[CH:17][CH:16]=2)[CH2:11][CH2:10]1)C1C=CC=CC=1. (3) Given the product [C:1]([NH:4][C:5]1[CH:27]=[CH:26][C:8]([C:9]([NH:11][C:12]2[CH:17]=[CH:16][CH:15]=[CH:14][C:13]=2[NH2:18])=[O:10])=[CH:7][CH:6]=1)(=[O:3])[CH3:2], predict the reactants needed to synthesize it. The reactants are: [C:1]([NH:4][C:5]1[CH:27]=[CH:26][C:8]([C:9]([NH:11][C:12]2[CH:17]=[CH:16][CH:15]=[CH:14][C:13]=2[NH:18]C(=O)OC(C)(C)C)=[O:10])=[CH:7][CH:6]=1)(=[O:3])[CH3:2].FC(F)(F)C(O)=O. (4) Given the product [Br:1][C:2]1[C:11]2[C:6](=[CH:7][CH:8]=[CH:9][CH:10]=2)[CH:5]=[C:4]([C:12]#[N:14])[CH:3]=1, predict the reactants needed to synthesize it. The reactants are: [Br:1][C:2]1[C:11]2[C:6](=[CH:7][CH:8]=[CH:9][CH:10]=2)[CH:5]=[C:4]([C:12]([NH2:14])=O)[CH:3]=1.S(Cl)(Cl)=O.